Task: Predict the product of the given reaction.. Dataset: Forward reaction prediction with 1.9M reactions from USPTO patents (1976-2016) Given the reactants [Cl:1][C:2]1[C:7]2[O:8][C:9]3[CH2:14][CH2:13][N:12]([CH2:15][C:16]4[CH:21]=[CH:20][C:19]([O:22][CH3:23])=[CH:18][CH:17]=4)[CH:11]([C:24](OCC)=[O:25])[C:10]=3[C:6]=2[CH:5]=[C:4]([S:29]([C:32]2[CH:37]=[CH:36][CH:35]=[CH:34][CH:33]=2)(=[O:31])=[O:30])[CH:3]=1.[BH4-].[Li+].O, predict the reaction product. The product is: [Cl:1][C:2]1[C:7]2[O:8][C:9]3[CH2:14][CH2:13][N:12]([CH2:15][C:16]4[CH:17]=[CH:18][C:19]([O:22][CH3:23])=[CH:20][CH:21]=4)[CH:11]([CH2:24][OH:25])[C:10]=3[C:6]=2[CH:5]=[C:4]([S:29]([C:32]2[CH:33]=[CH:34][CH:35]=[CH:36][CH:37]=2)(=[O:31])=[O:30])[CH:3]=1.